This data is from Catalyst prediction with 721,799 reactions and 888 catalyst types from USPTO. The task is: Predict which catalyst facilitates the given reaction. (1) Reactant: [OH-].[Na+].[Cl:3][C:4]1[CH:5]=[N:6][CH:7]=[C:8]([Cl:23])[C:9]=1[S:10][C:11]1[S:15][C:14]([C:16]([O:18]C)=[O:17])=[CH:13][C:12]=1[N+:20]([O-:22])=[O:21]. Product: [Cl:23][C:8]1[CH:7]=[N:6][CH:5]=[C:4]([Cl:3])[C:9]=1[S:10][C:11]1[S:15][C:14]([C:16]([OH:18])=[O:17])=[CH:13][C:12]=1[N+:20]([O-:22])=[O:21]. The catalyst class is: 30. (2) The catalyst class is: 68. Product: [Cl:20][C:17]1[CH:18]=[CH:19][C:14]([CH:11]2[CH2:12][CH2:13][NH:8][CH2:9][C:10]2([CH3:22])[CH3:21])=[CH:15][CH:16]=1. Reactant: C([N:8]1[CH2:13][CH2:12][CH:11]([C:14]2[CH:19]=[CH:18][C:17]([Cl:20])=[CH:16][CH:15]=2)[C:10]([CH3:22])([CH3:21])[CH2:9]1)C1C=CC=CC=1.ClC(OC(Cl)C)=O. (3) Reactant: [F:8][C:7]([F:10])([F:9])[C:6](O[C:6](=[O:11])[C:7]([F:10])([F:9])[F:8])=[O:11].[CH2:14]([N:16]1[CH2:20][CH2:19][C@@H:18]([NH:21][CH2:22][CH2:23][C:24]2[CH:29]=[CH:28][CH:27]=[C:26]([F:30])[CH:25]=2)[CH2:17]1)[CH3:15].C(N(CC)CC)C. Product: [CH2:14]([N:16]1[CH2:20][CH2:19][C@@H:18]([N:21]([CH2:22][CH2:23][C:24]2[CH:29]=[CH:28][CH:27]=[C:26]([F:30])[CH:25]=2)[C:6](=[O:11])[C:7]([F:8])([F:9])[F:10])[CH2:17]1)[CH3:15]. The catalyst class is: 2. (4) Reactant: [O:1]=[C:2]1[NH:6][C:5](=[O:7])[C:4](=[CH:8][C:9]2[CH:14]=[CH:13][C:12]([C:15]3[CH:20]=[CH:19][CH:18]=[C:17]([C:21]([OH:23])=O)[CH:16]=3)=[CH:11][CH:10]=2)[S:3]1.ON1C2C=CC=CC=2N=N1.[CH2:34]([NH2:41])[C:35]1[CH:40]=[CH:39][CH:38]=[CH:37][CH:36]=1.Cl.CN(C)CCCN=C=NCC. Product: [CH2:34]([NH:41][C:21]([C:17]1[CH:16]=[C:15]([C:12]2[CH:11]=[CH:10][C:9]([CH:8]=[C:4]3[S:3][C:2](=[O:1])[NH:6][C:5]3=[O:7])=[CH:14][CH:13]=2)[CH:20]=[CH:19][CH:18]=1)=[O:23])[C:35]1[CH:40]=[CH:39][CH:38]=[CH:37][CH:36]=1. The catalyst class is: 145. (5) Reactant: [CH2:1]1[C:11]2=[C:12]3[C:7](=[CH:8][CH:9]=[CH:10]2)[C:6](B(O)O)=[CH:5][CH:4]=[C:3]3[CH2:2]1.[Br:16][C:17]1[CH:22]=[CH:21][C:20](I)=[CH:19][CH:18]=1.C(=O)([O-])[O-].[Na+].[Na+]. Product: [Br:16][C:17]1[CH:22]=[CH:21][C:20]([C:6]2[C:7]3[C:12]4[C:3]([CH2:2][CH2:1][C:11]=4[CH:10]=[CH:9][CH:8]=3)=[CH:4][CH:5]=2)=[CH:19][CH:18]=1. The catalyst class is: 206. (6) Reactant: [C:1]([O:5][C:6]([N:8]([CH2:34][C:35]1[CH:44]=[CH:43][C:38]2[O:39][CH2:40][CH2:41][O:42][C:37]=2[CH:36]=1)[CH:9]1[CH2:14][CH2:13][N:12]([CH2:15][CH2:16][N:17]2[C:26]3[CH:25]=[C:24]([O:27][CH3:28])[CH:23]=[C:22]([C:29]([O:31]C)=[O:30])[C:21]=3[CH:20]=[CH:19][C:18]2=[O:33])[CH2:11][CH2:10]1)=[O:7])([CH3:4])([CH3:3])[CH3:2].[OH-].[Na+].Cl. Product: [C:1]([O:5][C:6]([N:8]([CH2:34][C:35]1[CH:44]=[CH:43][C:38]2[O:39][CH2:40][CH2:41][O:42][C:37]=2[CH:36]=1)[CH:9]1[CH2:10][CH2:11][N:12]([CH2:15][CH2:16][N:17]2[C:26]3[CH:25]=[C:24]([O:27][CH3:28])[CH:23]=[C:22]([C:29]([OH:31])=[O:30])[C:21]=3[CH:20]=[CH:19][C:18]2=[O:33])[CH2:13][CH2:14]1)=[O:7])([CH3:4])([CH3:2])[CH3:3]. The catalyst class is: 364. (7) Reactant: [CH3:1][C:2]1[CH:7]=[CH:6][C:5]([S:8]([O:11][CH2:12][CH:13]2[CH2:17][C:16]3[CH:18]=[CH:19][CH:20]=[C:21](Br)[C:15]=3[O:14]2)(=[O:10])=[O:9])=[CH:4][CH:3]=1.[F:23][C:24]1[CH:29]=[CH:28][CH:27]=[CH:26][C:25]=1B(O)O.C(=O)([O-])[O-].[K+].[K+]. Product: [CH3:1][C:2]1[CH:7]=[CH:6][C:5]([S:8]([O:11][CH2:12][CH:13]2[CH2:17][C:16]3[CH:18]=[CH:19][CH:20]=[C:21]([C:25]4[CH:26]=[CH:27][CH:28]=[CH:29][C:24]=4[F:23])[C:15]=3[O:14]2)(=[O:10])=[O:9])=[CH:4][CH:3]=1. The catalyst class is: 608.